From a dataset of Reaction yield outcomes from USPTO patents with 853,638 reactions. Predict the reaction yield, written as a fraction of the theoretical maximum amount of product (1.0 means a 100% yield; for example, 0.34 means a 34% yield). (1) The reactants are [F:1][C:2]([F:12])([C:8]([F:11])([F:10])[F:9])[C:3](=O)[CH2:4][C:5]#[N:6].Cl.[C:14]1([NH:20][NH2:21])[CH:19]=[CH:18][CH:17]=[CH:16][CH:15]=1. The catalyst is C(O)C. The product is [F:1][C:2]([F:12])([C:3]1[CH:4]=[C:5]([NH2:6])[N:20]([C:14]2[CH:19]=[CH:18][CH:17]=[CH:16][CH:15]=2)[N:21]=1)[C:8]([F:9])([F:11])[F:10]. The yield is 0.430. (2) The reactants are [CH3:1][C:2]1[C:7]([CH3:8])=[C:6]([OH:9])[C:5]([CH3:10])=[CH:4][C:3]=1[S:11]C#N.[H-].[H-].[H-].[H-].[Li+].[Al+3]. The catalyst is CCOCC.O1CCCC1. The product is [CH3:1][C:2]1[C:7]([CH3:8])=[C:6]([OH:9])[C:5]([CH3:10])=[CH:4][C:3]=1[SH:11]. The yield is 0.900. (3) The yield is 0.480. The product is [CH3:1][O:2][C:3]1[CH:4]=[C:5]2[C:10](=[CH:11][C:12]=1[O:13][CH3:14])[N:9]=[CH:8][N:7]=[C:6]2[O:15][C:16]1[CH:22]=[CH:21][C:19]([NH:20][C:41](=[O:47])[O:42][CH2:43][C:56]2[CH:53]=[CH:52][C:51]([O:50][CH3:49])=[C:58]([O:59][CH3:60])[CH:57]=2)=[CH:18][CH:17]=1. The catalyst is C(Cl)Cl. The reactants are [CH3:1][O:2][C:3]1[CH:4]=[C:5]2[C:10](=[CH:11][C:12]=1[O:13][CH3:14])[N:9]=[CH:8][N:7]=[C:6]2[O:15][C:16]1[CH:22]=[CH:21][C:19]([NH2:20])=[CH:18][CH:17]=1.C1(C)C=CC=CC=1.C(N(CC)CC)C.ClC(Cl)(O[C:41](=[O:47])[O:42][C:43](Cl)(Cl)Cl)Cl.[CH3:49][O:50][C:51]1[CH:52]=[C:53]([CH:56]=[CH:57][C:58]=1[O:59][CH3:60])CO. (4) The reactants are [CH3:1][O:2][C:3](=[O:36])[NH:4][CH:5]([C:9]([N:11]1[CH2:15][CH2:14][CH2:13][CH:12]1[C:16]1[N:17]([CH2:28][O:29][CH2:30][CH2:31][Si:32]([CH3:35])([CH3:34])[CH3:33])[C:18]([C:21]2[CH:26]=[CH:25][C:24](Br)=[CH:23][CH:22]=2)=[CH:19][N:20]=1)=[O:10])[CH:6]([CH3:8])[CH3:7].[NH:37]1[CH2:42][CH2:41][NH:40][CH2:39][CH2:38]1.C1C=CC(P([C:69]2[C:70](C3C(P(C4C=CC=CC=4)C4C=CC=CC=4)=[CH:74][CH:73]=[C:72]4[C:67]=3[CH:68]=[CH:69][CH:70]=[CH:71]4)=[C:71]3[C:72]([CH:73]=[CH:74]C=C3)=[CH:67][CH:68]=2)C2C=CC=CC=2)=CC=1.[CH3:89][C:90]([O-])([CH3:92])[CH3:91].[Na+]. The catalyst is C1(C)C=CC=CC=1.CC([O-])=O.CC([O-])=O.[Pd+2]. The product is [CH3:1][O:2][C:3](=[O:36])[NH:4][CH:5]([C:9]([N:11]1[CH2:15][CH2:14][CH2:13][CH:12]1[C:16]1[N:17]([CH2:28][O:29][CH2:30][CH2:31][Si:32]([CH3:35])([CH3:34])[CH3:33])[C:18]([C:21]2[CH:26]=[CH:25][C:24]([N:37]3[CH2:42][CH2:41][N:40]([C:69]4[CH:68]=[CH:67][C:72]([C:73]5[N:17]([CH2:28][O:29][CH2:30][CH2:31][Si:32]([CH3:33])([CH3:35])[CH3:34])[C:16]([CH:12]6[CH2:13][CH2:14][CH2:15][N:11]6[C:9](=[O:10])[CH:89]([NH:4][C:3]([O:2][CH3:1])=[O:36])[CH:90]([CH3:92])[CH3:91])=[N:20][CH:74]=5)=[CH:71][CH:70]=4)[CH2:39][CH2:38]3)=[CH:23][CH:22]=2)=[CH:19][N:20]=1)=[O:10])[CH:6]([CH3:8])[CH3:7]. The yield is 0.0400.